From a dataset of Full USPTO retrosynthesis dataset with 1.9M reactions from patents (1976-2016). Predict the reactants needed to synthesize the given product. (1) The reactants are: [Cl:1][C:2]1[CH:3]=[C:4]([C:17]#[N:18])[C:5]([C:11]2[CH:16]=[CH:15][CH:14]=[CH:13][CH:12]=2)=[C:6]([N+:8]([O-])=O)[CH:7]=1. Given the product [NH2:8][C:6]1[CH:7]=[C:2]([Cl:1])[CH:3]=[C:4]([C:17]#[N:18])[C:5]=1[C:11]1[CH:16]=[CH:15][CH:14]=[CH:13][CH:12]=1, predict the reactants needed to synthesize it. (2) Given the product [CH3:1][O:2][C:5]1[C:14]2[C:9](=[CH:10][CH:11]=[CH:12][CH:13]=2)[N:8]=[CH:7][CH:6]=1, predict the reactants needed to synthesize it. The reactants are: [CH3:1][O-:2].[Na+].Cl[C:5]1[C:14]2[C:9](=[CH:10][CH:11]=[CH:12][CH:13]=2)[N:8]=[CH:7][CH:6]=1. (3) Given the product [F:45][C:46]1[CH:47]=[C:48]([NH:54][C:2]2[C:7]([C:8]3[N:13]=[C:12]([CH3:14])[N:11]=[C:10]([N:15]([CH2:25][C:26]4[CH:27]=[CH:28][C:29]([O:32][CH3:33])=[CH:30][CH:31]=4)[CH2:16][C:17]4[CH:18]=[CH:19][C:20]([O:23][CH3:24])=[CH:21][CH:22]=4)[N:9]=3)=[CH:6][C:5]([CH2:34][C:35]3[CH:36]=[CH:37][C:38]([S:41]([CH3:44])(=[O:43])=[O:42])=[CH:39][CH:40]=3)=[CH:4][N:3]=2)[CH:49]=[N:50][C:51]=1[O:52][CH3:53], predict the reactants needed to synthesize it. The reactants are: F[C:2]1[C:7]([C:8]2[N:13]=[C:12]([CH3:14])[N:11]=[C:10]([N:15]([CH2:25][C:26]3[CH:31]=[CH:30][C:29]([O:32][CH3:33])=[CH:28][CH:27]=3)[CH2:16][C:17]3[CH:22]=[CH:21][C:20]([O:23][CH3:24])=[CH:19][CH:18]=3)[N:9]=2)=[CH:6][C:5]([CH2:34][C:35]2[CH:40]=[CH:39][C:38]([S:41]([CH3:44])(=[O:43])=[O:42])=[CH:37][CH:36]=2)=[CH:4][N:3]=1.[F:45][C:46]1[CH:47]=[C:48]([NH2:54])[CH:49]=[N:50][C:51]=1[O:52][CH3:53]. (4) Given the product [OH:7][CH2:8][CH2:9][C@@H:10]([NH:15][C:16](=[O:22])[O:17][C:18]([CH3:19])([CH3:21])[CH3:20])[CH2:11][CH2:12][S:13]([CH3:14])=[O:2], predict the reactants needed to synthesize it. The reactants are: I([O-])(=O)(=O)=[O:2].[Na+].[OH:7][CH2:8][CH2:9][C@@H:10]([NH:15][C:16](=[O:22])[O:17][C:18]([CH3:21])([CH3:20])[CH3:19])[CH2:11][CH2:12][S:13][CH3:14]. (5) The reactants are: Br[CH2:2][CH2:3][CH2:4][CH2:5][N:6]1[C:14]2[C:9](=[CH:10][CH:11]=[CH:12][CH:13]=2)[CH:8]=[C:7]1S(C1C=CC(C)=CC=1)(=O)=O.C([SnH](CCCC)CCCC)CCC.N(C(C)(C)C#N)=NC(C)(C)C#N. Given the product [CH:10]1[CH:11]=[CH:12][CH:13]=[C:14]2[C:9]=1[CH:8]=[C:7]1[CH2:2][CH2:3][CH2:4][CH2:5][N:6]12, predict the reactants needed to synthesize it.